Dataset: Reaction yield outcomes from USPTO patents with 853,638 reactions. Task: Predict the reaction yield, written as a fraction of the theoretical maximum amount of product (1.0 means a 100% yield; for example, 0.34 means a 34% yield). (1) The reactants are [Cl-].O[NH3+:3].[C:4](=[O:7])([O-])[OH:5].[Na+].CS(C)=O.[CH2:13]([C:17]1[N:18]=[C:19]([CH3:44])[N:20]([CH2:39][C:40]([CH3:43])([CH3:42])[CH3:41])[C:21](=[O:38])[C:22]=1[CH2:23][C:24]1[CH:29]=[CH:28][C:27]([C:30]2[C:31]([C:36]#[N:37])=[CH:32][CH:33]=[CH:34][CH:35]=2)=[CH:26][CH:25]=1)[CH2:14][CH2:15][CH3:16]. The catalyst is C(OCC)(=O)C. The product is [CH2:13]([C:17]1[N:18]=[C:19]([CH3:44])[N:20]([CH2:39][C:40]([CH3:43])([CH3:42])[CH3:41])[C:21](=[O:38])[C:22]=1[CH2:23][C:24]1[CH:29]=[CH:28][C:27]([C:30]2[CH:35]=[CH:34][CH:33]=[CH:32][C:31]=2[C:36]2[NH:3][C:4](=[O:7])[O:5][N:37]=2)=[CH:26][CH:25]=1)[CH2:14][CH2:15][CH3:16]. The yield is 0.310. (2) The reactants are [F:1][C:2]([F:21])([F:20])[O:3][C:4]1[CH:5]=[C:6]([N:10]2[CH2:15][CH2:14][N:13]([CH2:16][C:17]([OH:19])=O)[CH2:12][CH2:11]2)[CH:7]=[CH:8][CH:9]=1.CN(C(ON1N=NC2C=CC=NC1=2)=[N+](C)C)C.F[P-](F)(F)(F)(F)F.[F:46][C:47]([F:52])([F:51])[C:48]([OH:50])=[O:49].[NH2:53][C:54]1[N:59]=[N:58][C:57]([CH2:60][CH2:61][CH2:62][CH2:63][N:64]2[CH:68]=[C:67]([C:69]([NH:71][CH3:72])=[O:70])[N:66]=[N:65]2)=[CH:56][CH:55]=1.CCN(C(C)C)C(C)C. The yield is 0.520. The catalyst is CN(C=O)C. The product is [F:46][C:47]([F:52])([F:51])[C:48]([OH:50])=[O:49].[CH3:72][NH:71][C:69]([C:67]1[N:66]=[N:65][N:64]([CH2:63][CH2:62][CH2:61][CH2:60][C:57]2[N:58]=[N:59][C:54]([NH:53][C:17](=[O:19])[CH2:16][N:13]3[CH2:12][CH2:11][N:10]([C:6]4[CH:7]=[CH:8][CH:9]=[C:4]([O:3][C:2]([F:1])([F:21])[F:20])[CH:5]=4)[CH2:15][CH2:14]3)=[CH:55][CH:56]=2)[CH:68]=1)=[O:70]. (3) The reactants are [Br:1][C:2]1[C:7]([CH3:8])=[CH:6][C:5]([OH:9])=[C:4]([F:10])[CH:3]=1.[C:11](=O)([O-])[O-].[Cs+].[Cs+].IC. The catalyst is CN(C=O)C.C(OCC)(=O)C. The product is [Br:1][C:2]1[CH:3]=[C:4]([F:10])[C:5]([O:9][CH3:11])=[CH:6][C:7]=1[CH3:8]. The yield is 0.890. (4) The reactants are [F:1][C:2]([F:21])([F:20])[C:3]1[CH:8]=[CH:7][C:6]([NH:9][C:10]2[C:11]3[CH2:19][NH:18][CH2:17][CH2:16][C:12]=3[N:13]=[CH:14][N:15]=2)=[CH:5][CH:4]=1.Cl[C:23]1[C:28]([Cl:29])=[CH:27][CH:26]=[CH:25][N:24]=1.C(N(CC)C(C)C)(C)C. The catalyst is O1CCOCC1.CN(C)C(=O)C. The product is [Cl:29][C:28]1[C:23]([N:18]2[CH2:17][CH2:16][C:12]3[N:13]=[CH:14][N:15]=[C:10]([NH:9][C:6]4[CH:7]=[CH:8][C:3]([C:2]([F:1])([F:20])[F:21])=[CH:4][CH:5]=4)[C:11]=3[CH2:19]2)=[N:24][CH:25]=[CH:26][CH:27]=1. The yield is 0.260. (5) The reactants are Cl.Cl.[NH2:3][CH2:4][C@@:5]1([OH:13])[CH:10]2[CH2:11][CH2:12][N:7]([CH2:8][CH2:9]2)[CH2:6]1.[C:14]([O-])([O-])=[O:15].[Cs+].[Cs+].[N:20]([C:23]1[CH:28]=[C:27](C2C=CC=C(OC)C=2)[N:26]=[CH:25][N:24]=1)=[C:21]=S.C(N=C=NC(C)C)(C)C. The catalyst is CN(C)C=O. The product is [CH3:14][O:15][C:27]1[N:26]=[CH:25][N:24]=[C:23]([NH:20][C:21]2[O:13][C@:5]3([CH2:4][N:3]=2)[CH:10]2[CH2:9][CH2:8][N:7]([CH2:12][CH2:11]2)[CH2:6]3)[CH:28]=1. The yield is 0.500.